From a dataset of Full USPTO retrosynthesis dataset with 1.9M reactions from patents (1976-2016). Predict the reactants needed to synthesize the given product. (1) Given the product [OH:8][CH:4]([C:3]1[CH:10]=[CH:11][C:12]([O:14][CH3:15])=[CH:13][CH:2]=1)[C:5]([NH:17][NH2:18])=[O:6], predict the reactants needed to synthesize it. The reactants are: C[C:2]1[CH:13]=[C:12]([O:14][CH3:15])[CH:11]=[CH:10][C:3]=1[C:4](C)([OH:8])[C:5]([O-])=[O:6].O.[NH2:17][NH2:18]. (2) Given the product [F:17][C:18]1[CH:24]=[CH:23][C:21]([NH:22][C:14]([C:10]2[N:11]([CH3:13])[CH:12]=[C:8]([S:5](=[O:6])(=[O:7])[NH:4][CH:1]([CH3:2])[CH3:3])[CH:9]=2)=[O:16])=[CH:20][C:19]=1[CH3:25], predict the reactants needed to synthesize it. The reactants are: [CH:1]([NH:4][S:5]([C:8]1[CH:9]=[C:10]([C:14]([OH:16])=O)[N:11]([CH3:13])[CH:12]=1)(=[O:7])=[O:6])([CH3:3])[CH3:2].[F:17][C:18]1[CH:24]=[CH:23][C:21]([NH2:22])=[CH:20][C:19]=1[CH3:25].CCOC(C(C#N)=NOC(N1CCOCC1)=[N+](C)C)=O.F[P-](F)(F)(F)(F)F.C(N(CC)CC)C. (3) Given the product [OH:33][CH2:32][CH2:31][CH2:30][NH:29][C:11]([C:9]1[CH:8]=[CH:7][C:6]2[N:2]([CH3:1])[C:3]([NH:14][C:15]3[S:16][C:17]4[CH:23]=[C:22]([O:24][C:25]([F:27])([F:28])[F:26])[CH:21]=[CH:20][C:18]=4[N:19]=3)=[N:4][C:5]=2[CH:10]=1)=[O:13], predict the reactants needed to synthesize it. The reactants are: [CH3:1][N:2]1[C:6]2[CH:7]=[CH:8][C:9]([C:11]([OH:13])=O)=[CH:10][C:5]=2[N:4]=[C:3]1[NH:14][C:15]1[S:16][C:17]2[CH:23]=[C:22]([O:24][C:25]([F:28])([F:27])[F:26])[CH:21]=[CH:20][C:18]=2[N:19]=1.[NH2:29][CH2:30][CH2:31][CH2:32][OH:33].CN(C(ON1N=NC2C=CC=CC1=2)=[N+](C)C)C.F[P-](F)(F)(F)(F)F.CCN(C(C)C)C(C)C. (4) Given the product [Br:11][C:10]1[C:9]([CH3:12])=[CH:8][CH:7]=[C:3]2[C:2]=1[N:1]=[C:14]([OH:15])[N:13]=[C:4]2[OH:5], predict the reactants needed to synthesize it. The reactants are: [NH2:1][C:2]1[C:10]([Br:11])=[C:9]([CH3:12])[CH:8]=[CH:7][C:3]=1[C:4](O)=[O:5].[NH2:13][C:14](N)=[O:15]. (5) The reactants are: C[O:2][C:3]([C:5]1[CH:6]=[CH:7][C:8]2[O:12][C:11]([C:13]([C:18]3[CH:23]=[CH:22][C:21]([O:24][CH2:25][C:26]4([C:31]([CH3:34])([CH3:33])[CH3:32])[O:30][CH2:29][CH2:28][O:27]4)=[C:20]([CH3:35])[CH:19]=3)([CH2:16][CH3:17])[CH2:14][CH3:15])=[CH:10][C:9]=2[CH:36]=1)=[O:4].[OH-].[Na+]. Given the product [C:31]([C:26]1([CH2:25][O:24][C:21]2[CH:22]=[CH:23][C:18]([C:13]([C:11]3[O:12][C:8]4[CH:7]=[CH:6][C:5]([C:3]([OH:4])=[O:2])=[CH:36][C:9]=4[CH:10]=3)([CH2:14][CH3:15])[CH2:16][CH3:17])=[CH:19][C:20]=2[CH3:35])[O:30][CH2:29][CH2:28][O:27]1)([CH3:32])([CH3:33])[CH3:34], predict the reactants needed to synthesize it.